Predict the reaction yield, written as a fraction of the theoretical maximum amount of product (1.0 means a 100% yield; for example, 0.34 means a 34% yield). From a dataset of Reaction yield outcomes from USPTO patents with 853,638 reactions. (1) The reactants are [Br:1][C:2]1[CH:7]=[C:6]([F:8])[CH:5]=[CH:4][C:3]=1[F:9].[Li+].CC([N-]C(C)C)C.CN([CH:21]=[O:22])C.[NH4+].[Cl-]. The catalyst is C1COCC1. The product is [Br:1][C:2]1[C:3]([F:9])=[CH:4][CH:5]=[C:6]([F:8])[C:7]=1[CH:21]=[O:22]. The yield is 0.600. (2) The reactants are [F:1][C:2]([F:17])([F:16])[S:3][C:4]1[CH:15]=[CH:14][C:7]([CH:8]=[C:9]([C:12]#[N:13])[C:10]#[N:11])=[CH:6][CH:5]=1.C(=O)C1C=CC=CC=1.C1(N)C=CC=CC=1N. The catalyst is C(O)C. The product is [F:16][C:2]([F:1])([F:17])[S:3][C:4]1[CH:5]=[CH:6][C:7]([CH2:8][CH:9]([C:12]#[N:13])[C:10]#[N:11])=[CH:14][CH:15]=1. The yield is 0.770. (3) The reactants are [CH3:1][N:2]1[CH:6]=[CH:5][CH:4]=[N:3]1.C([Li])CCC.[CH2:12]([O:19][C@@H:20]1[CH2:26][CH2:25][C@H:24]2[C@H:22]([O:23]2)[CH2:21]1)[C:13]1[CH:18]=[CH:17][CH:16]=[CH:15][CH:14]=1. The catalyst is C1COCC1. The product is [CH2:12]([O:19][C@@H:20]1[CH2:26][CH2:25][C@H:24]([OH:23])[C@@H:22]([C:6]2[N:2]([CH3:1])[N:3]=[CH:4][CH:5]=2)[CH2:21]1)[C:13]1[CH:18]=[CH:17][CH:16]=[CH:15][CH:14]=1. The yield is 0.370. (4) The catalyst is C(Cl)Cl. The reactants are [F:1][C:2]1[CH:29]=[C:28]([N+:30]([O-:32])=[O:31])[CH:27]=[CH:26][C:3]=1[O:4][C:5]1[CH:10]=[CH:9][N:8]=[C:7]2[CH:11]=[C:12]([C:14]3[N:15]([CH3:25])[C:16]([CH2:19][NH:20][CH2:21][CH2:22][O:23][CH3:24])=[CH:17][N:18]=3)[S:13][C:6]=12.[CH3:33][C:34]([O:37][C:38](O[C:38]([O:37][C:34]([CH3:36])([CH3:35])[CH3:33])=[O:39])=[O:39])([CH3:36])[CH3:35]. The yield is 0.710. The product is [F:1][C:2]1[CH:29]=[C:28]([N+:30]([O-:32])=[O:31])[CH:27]=[CH:26][C:3]=1[O:4][C:5]1[CH:10]=[CH:9][N:8]=[C:7]2[CH:11]=[C:12]([C:14]3[N:15]([CH3:25])[C:16]([CH2:19][N:20]([CH2:21][CH2:22][O:23][CH3:24])[C:38](=[O:39])[O:37][C:34]([CH3:36])([CH3:35])[CH3:33])=[CH:17][N:18]=3)[S:13][C:6]=12. (5) The reactants are [OH:1][C:2]1[CH:7]=[C:6]([CH3:8])O[C:4](=[O:9])[CH:3]=1.[NH2:10][CH2:11][C:12]1[CH:17]=[CH:16][CH:15]=[CH:14][N:13]=1. The catalyst is O. The product is [OH:1][C:2]1[CH:7]=[C:6]([CH3:8])[N:10]([CH2:11][C:12]2[CH:17]=[CH:16][CH:15]=[CH:14][N:13]=2)[C:4](=[O:9])[CH:3]=1. The yield is 0.920.